This data is from Catalyst prediction with 721,799 reactions and 888 catalyst types from USPTO. The task is: Predict which catalyst facilitates the given reaction. (1) Reactant: [H-].[Na+].[CH3:3][S:4]([NH2:7])(=[O:6])=[O:5].[CH3:8][C:9]1([CH3:34])[C:18]2[N:17]=[C:16]([C:19](O)=[O:20])[CH:15]=[CH:14][C:13]=2[NH:12][CH:11]([C:22]2[CH:27]=[CH:26][CH:25]=[C:24]([N:28]3[CH2:33][CH2:32][O:31][CH2:30][CH2:29]3)[CH:23]=2)[CH2:10]1.C(N1C=CN=C1)(N1C=CN=C1)=O. Product: [CH3:8][C:9]1([CH3:34])[C:18]2[N:17]=[C:16]([C:19]([NH:7][S:4]([CH3:3])(=[O:6])=[O:5])=[O:20])[CH:15]=[CH:14][C:13]=2[NH:12][CH:11]([C:22]2[CH:27]=[CH:26][CH:25]=[C:24]([N:28]3[CH2:33][CH2:32][O:31][CH2:30][CH2:29]3)[CH:23]=2)[CH2:10]1. The catalyst class is: 35. (2) Reactant: [C:1]([C@@H:4]1[CH2:8][C:7]([F:10])([F:9])[CH2:6][N:5]1C(OC(C)(C)C)=O)(=[O:3])[NH2:2].[ClH:18]. Product: [ClH:18].[F:9][C:7]1([F:10])[CH2:6][NH:5][C@H:4]([C:1]([NH2:2])=[O:3])[CH2:8]1. The catalyst class is: 25.